This data is from Forward reaction prediction with 1.9M reactions from USPTO patents (1976-2016). The task is: Predict the product of the given reaction. (1) Given the reactants [N+:1]([C:4]1[CH:13]=[C:12]2[C:7]([CH2:8][CH2:9][CH2:10][NH:11]2)=[CH:6][CH:5]=1)([O-:3])=[O:2].[CH3:14][C:15]([O:18][C:19](O[C:19]([O:18][C:15]([CH3:17])([CH3:16])[CH3:14])=[O:20])=[O:20])([CH3:17])[CH3:16], predict the reaction product. The product is: [C:15]([O:18][C:19]([N:11]1[C:12]2[C:7](=[CH:6][CH:5]=[C:4]([N+:1]([O-:3])=[O:2])[CH:13]=2)[CH2:8][CH2:9][CH2:10]1)=[O:20])([CH3:17])([CH3:16])[CH3:14]. (2) The product is: [ClH:1].[C:6](=[O:12])([O:7][CH2:8][CH2:18][NH:13][CH3:14])[O:5][CH2:2][CH2:23][O:19][CH2:20][CH3:21]. Given the reactants [Cl:1][C:2]([O:5][C:6](=[O:12])[O:7][C:8](Cl)(Cl)Cl)(Cl)Cl.[N:13]1[CH:18]=CC=C[CH:14]=1.[O:19]1[CH2:23]C[CH2:21][CH2:20]1, predict the reaction product. (3) Given the reactants [C:1]([C:4]1[C:5]([C:22](=O)[CH3:23])=[C:6]([CH3:21])[N:7]([C:10]2[CH:15]=[CH:14][C:13]([O:16][CH2:17][CH3:18])=[C:12]([CH3:19])[C:11]=2[CH3:20])[C:8]=1[CH3:9])(=O)[CH3:2].[NH2:25][NH2:26], predict the reaction product. The product is: [CH2:17]([O:16][C:13]1[CH:14]=[CH:15][C:10]([N:7]2[C:8]([CH3:9])=[C:4]3[C:5]([C:22]([CH3:23])=[N:25][N:26]=[C:1]3[CH3:2])=[C:6]2[CH3:21])=[C:11]([CH3:20])[C:12]=1[CH3:19])[CH3:18]. (4) The product is: [ClH:24].[C:25](=[O:26])([O:27][CH3:28])[O:1][C:2]1[CH:20]=[CH:19][CH:18]=[C:17]([CH3:21])[C:3]=1[CH2:4][NH:5][C:6]1[C:7]2[N:8]([C:12]([CH3:16])=[C:13]([CH3:15])[N:14]=2)[CH:9]=[CH:10][CH:11]=1. Given the reactants [OH:1][C:2]1[CH:20]=[CH:19][CH:18]=[C:17]([CH3:21])[C:3]=1[CH2:4][NH:5][C:6]1[C:7]2[N:8]([C:12]([CH3:16])=[C:13]([CH3:15])[N:14]=2)[CH:9]=[CH:10][CH:11]=1.[OH-].[K+].[Cl:24][C:25]([O:27][CH3:28])=[O:26].C(Cl)Cl, predict the reaction product. (5) Given the reactants Br[C:2]1[CH:3]=[CH:4][CH:5]=[C:6]2[C:11]=1[N:10]=[C:9]([CH3:12])[CH:8]=[C:7]2[N:13]1[CH2:22][CH2:21][C:16]2([O:20][CH2:19][CH2:18][O:17]2)[CH2:15][CH2:14]1.[Cl:23][C:24]1[CH:29]=[C:28]([Cl:30])[CH:27]=[CH:26][C:25]=1OB(O)O.C(=O)([O-])[O-].O, predict the reaction product. The product is: [Cl:23][C:24]1[CH:29]=[C:28]([Cl:30])[CH:27]=[CH:26][C:25]=1[C:2]1[CH:3]=[CH:4][CH:5]=[C:6]2[C:11]=1[N:10]=[C:9]([CH3:12])[CH:8]=[C:7]2[N:13]1[CH2:22][CH2:21][C:16]2([O:17][CH2:18][CH2:19][O:20]2)[CH2:15][CH2:14]1.